Dataset: NCI-60 drug combinations with 297,098 pairs across 59 cell lines. Task: Regression. Given two drug SMILES strings and cell line genomic features, predict the synergy score measuring deviation from expected non-interaction effect. (1) Drug 1: C1CCN(CC1)CCOC2=CC=C(C=C2)C(=O)C3=C(SC4=C3C=CC(=C4)O)C5=CC=C(C=C5)O. Drug 2: CS(=O)(=O)CCNCC1=CC=C(O1)C2=CC3=C(C=C2)N=CN=C3NC4=CC(=C(C=C4)OCC5=CC(=CC=C5)F)Cl. Cell line: HOP-92. Synergy scores: CSS=-2.44, Synergy_ZIP=0.0332, Synergy_Bliss=0.00767, Synergy_Loewe=-1.95, Synergy_HSA=-2.07. (2) Drug 1: CCCS(=O)(=O)NC1=C(C(=C(C=C1)F)C(=O)C2=CNC3=C2C=C(C=N3)C4=CC=C(C=C4)Cl)F. Drug 2: C1C(C(OC1N2C=C(C(=O)NC2=O)F)CO)O. Cell line: HS 578T. Synergy scores: CSS=4.61, Synergy_ZIP=-12.9, Synergy_Bliss=-13.4, Synergy_Loewe=-29.3, Synergy_HSA=-18.1.